Dataset: Forward reaction prediction with 1.9M reactions from USPTO patents (1976-2016). Task: Predict the product of the given reaction. (1) Given the reactants [Br:1][C:2]1[CH:10]=[CH:9][C:5]([C:6]([OH:8])=O)=[C:4]([F:11])[CH:3]=1.[CH3:12][C:13]1[CH:14]=[CH:15][C:16]([N:19]2[CH2:24][CH2:23][NH:22][CH2:21][CH2:20]2)=[N:17][CH:18]=1, predict the reaction product. The product is: [Br:1][C:2]1[CH:10]=[CH:9][C:5]([C:6]([N:22]2[CH2:23][CH2:24][N:19]([C:16]3[CH:15]=[CH:14][C:13]([CH3:12])=[CH:18][N:17]=3)[CH2:20][CH2:21]2)=[O:8])=[C:4]([F:11])[CH:3]=1. (2) Given the reactants [H-].[Na+].[I-].[CH3:4][S+](C)(C)=O.[C:9]([O:13][C:14](=[O:28])/[CH:15]=[CH:16]/[C:17]1[CH:18]=[C:19]([CH:24]=[CH:25][C:26]=1[CH3:27])[C:20]([O:22][CH3:23])=[O:21])([CH3:12])([CH3:11])[CH3:10].[Cl-].[NH4+], predict the reaction product. The product is: [C:9]([O:13][C:14]([C@@H:15]1[CH2:4][C@H:16]1[C:17]1[CH:18]=[C:19]([CH:24]=[CH:25][C:26]=1[CH3:27])[C:20]([O:22][CH3:23])=[O:21])=[O:28])([CH3:12])([CH3:11])[CH3:10]. (3) Given the reactants Br[C:2]1[CH:3]=[C:4]([CH:10]2[O:15]CCCO2)[CH:5]=[C:6]([O:8][CH3:9])[CH:7]=1.[CH:16]([N:19]1[CH2:24][CH2:23][NH:22][CH2:21][CH2:20]1)([CH3:18])[CH3:17].CC(C)([O-])C.[Na+].C1(P(C2C=CC=CC=2)C2C=CC3C(=CC=CC=3)C=2C2C3C(=CC=CC=3)C=CC=2P(C2C=CC=CC=2)C2C=CC=CC=2)C=CC=CC=1.Cl.[OH-].[Na+], predict the reaction product. The product is: [CH:16]([N:19]1[CH2:24][CH2:23][N:22]([C:2]2[CH:3]=[C:4]([CH:5]=[C:6]([O:8][CH3:9])[CH:7]=2)[CH:10]=[O:15])[CH2:21][CH2:20]1)([CH3:18])[CH3:17]. (4) Given the reactants [F:1][C:2]([F:8])([F:7])[CH2:3][C:4](O)=[O:5].Cl.C(N=C=NCCCN(C)C)C.ON1C2N=CC=CC=2N=N1.[NH2:31][C:32]1([C:35]([NH:37][C@@H:38]([C:40]2[CH:45]=[CH:44][C:43]([C:46]3[C:47]([C:53]([OH:55])=[O:54])=[C:48]([F:52])[CH:49]=[CH:50][CH:51]=3)=[CH:42][CH:41]=2)[CH3:39])=[O:36])[CH2:34][CH2:33]1.C(N(CC)C(C)C)(C)C, predict the reaction product. The product is: [F:52][C:48]1[CH:49]=[CH:50][CH:51]=[C:46]([C:43]2[CH:42]=[CH:41][C:40]([C@H:38]([NH:37][C:35]([C:32]3([NH:31][C:4](=[O:5])[CH2:3][C:2]([F:8])([F:7])[F:1])[CH2:34][CH2:33]3)=[O:36])[CH3:39])=[CH:45][CH:44]=2)[C:47]=1[C:53]([OH:55])=[O:54]. (5) Given the reactants Cl.[NH2:2][CH2:3][CH2:4][C:5]([O:7][C:8]([CH3:11])([CH3:10])[CH3:9])=[O:6].[Br:12][C:13]1[C:14]([CH2:23]Br)=[C:15]([CH:20]=[CH:21][CH:22]=1)[C:16](OC)=[O:17].C(N(CC)CC)C.C(O)(=O)CC(CC(O)=O)(C(O)=O)O, predict the reaction product. The product is: [Br:12][C:13]1[CH:22]=[CH:21][CH:20]=[C:15]2[C:14]=1[CH2:23][N:2]([CH2:3][CH2:4][C:5]([O:7][C:8]([CH3:11])([CH3:10])[CH3:9])=[O:6])[C:16]2=[O:17]. (6) Given the reactants Br[C:2]1[CH:7]=[CH:6][C:5]([O:8][C:9]([F:12])([F:11])[F:10])=[CH:4][CH:3]=1.[CH3:13][O:14][C:15]1[CH:20]=[CH:19][C:18](B2OC(C)(C)C(C)(C)O2)=[CH:17][CH:16]=1.C(=O)([O-])[O-].[K+].[K+].O, predict the reaction product. The product is: [CH3:13][O:14][C:15]1[CH:20]=[CH:19][C:18]([C:2]2[CH:7]=[CH:6][C:5]([O:8][C:9]([F:12])([F:11])[F:10])=[CH:4][CH:3]=2)=[CH:17][CH:16]=1. (7) Given the reactants [Br:1][C:2]1[CH:10]=[CH:9][CH:8]=[C:7]2[C:3]=1[CH:4]=[N:5][NH:6]2.C(N(CC)CC)C.Cl[C:19]([C:32]1[CH:37]=[CH:36][CH:35]=[CH:34][CH:33]=1)([C:26]1[CH:31]=[CH:30][CH:29]=[CH:28][CH:27]=1)[C:20]1[CH:25]=[CH:24][CH:23]=[CH:22][CH:21]=1, predict the reaction product. The product is: [Br:1][C:2]1[C:3]2[C:7]([CH:8]=[CH:9][CH:10]=1)=[N:6][N:5]([C:19]([C:20]1[CH:25]=[CH:24][CH:23]=[CH:22][CH:21]=1)([C:32]1[CH:33]=[CH:34][CH:35]=[CH:36][CH:37]=1)[C:26]1[CH:27]=[CH:28][CH:29]=[CH:30][CH:31]=1)[CH:4]=2. (8) Given the reactants [Cl:1][C:2]1[CH:3]=[C:4]([CH:9]2[C:18]3[C:13](=[CH:14][C:15]([O:19][CH3:20])=[CH:16][CH:17]=3)[CH2:12][NH:11][CH2:10]2)[CH:5]=[CH:6][C:7]=1[Cl:8].C(N(CC)C(C)C)(C)C.[N+:30]([C:33]1[CH:38]=[CH:37][CH:36]=[CH:35][C:34]=1[S:39](Cl)(=[O:41])=[O:40])([O-:32])=[O:31], predict the reaction product. The product is: [Cl:1][C:2]1[CH:3]=[C:4]([CH:9]2[C:18]3[C:13](=[CH:14][C:15]([O:19][CH3:20])=[CH:16][CH:17]=3)[CH2:12][N:11]([S:39]([C:34]3[CH:35]=[CH:36][CH:37]=[CH:38][C:33]=3[N+:30]([O-:32])=[O:31])(=[O:40])=[O:41])[CH2:10]2)[CH:5]=[CH:6][C:7]=1[Cl:8]. (9) Given the reactants Cl[C:2]1[N:7]2[CH:8]=[CH:9][N:10]=[C:6]2[CH:5]=[C:4]([C:11]2[CH:16]=[CH:15][C:14]([Cl:17])=[CH:13][C:12]=2[Cl:18])[N:3]=1.[N+:19]([C:22]1[CH:23]=[CH:24][C:25]([NH:28][CH2:29][CH2:30][NH2:31])=[N:26][CH:27]=1)([O-:21])=[O:20], predict the reaction product. The product is: [Cl:18][C:12]1[CH:13]=[C:14]([Cl:17])[CH:15]=[CH:16][C:11]=1[C:4]1[N:3]=[C:2]([NH:31][CH2:30][CH2:29][NH:28][C:25]2[CH:24]=[CH:23][C:22]([N+:19]([O-:21])=[O:20])=[CH:27][N:26]=2)[N:7]2[CH:8]=[CH:9][N:10]=[C:6]2[CH:5]=1. (10) Given the reactants [F:1][C:2]([F:18])([F:17])[CH2:3][NH:4][CH:5]1[CH2:11][CH2:10][C:9]2[CH:12]=[C:13]([NH2:16])[CH:14]=[CH:15][C:8]=2[CH2:7][CH2:6]1.Cl[C:20]1[N:25]=[C:24]([NH:26][C:27]2[CH:32]=[CH:31][CH:30]=[CH:29][C:28]=2[C:33]2[C:38]([CH3:39])=[CH:37][CH:36]=[CH:35][N:34]=2)[C:23]([Cl:40])=[CH:22][N:21]=1, predict the reaction product. The product is: [Cl:40][C:23]1[C:24]([NH:26][C:27]2[CH:32]=[CH:31][CH:30]=[CH:29][C:28]=2[C:33]2[C:38]([CH3:39])=[CH:37][CH:36]=[CH:35][N:34]=2)=[N:25][C:20]([NH:16][C:13]2[CH:14]=[CH:15][C:8]3[CH2:7][CH2:6][CH:5]([NH:4][CH2:3][C:2]([F:17])([F:18])[F:1])[CH2:11][CH2:10][C:9]=3[CH:12]=2)=[N:21][CH:22]=1.